This data is from Full USPTO retrosynthesis dataset with 1.9M reactions from patents (1976-2016). The task is: Predict the reactants needed to synthesize the given product. (1) Given the product [Cl:1][C:2]1[CH:11]=[C:10]2[C:5]([CH:6]=[CH:7][C:8](/[CH:12]=[CH:13]/[C:14]3[CH:15]=[C:16]([CH:17]([OH:18])[CH:22]=[CH2:23])[CH:19]=[CH:20][CH:21]=3)=[N:9]2)=[CH:4][CH:3]=1, predict the reactants needed to synthesize it. The reactants are: [Cl:1][C:2]1[CH:11]=[C:10]2[C:5]([CH:6]=[CH:7][C:8](/[CH:12]=[CH:13]/[C:14]3[CH:15]=[C:16]([CH:19]=[CH:20][CH:21]=3)[CH:17]=[O:18])=[N:9]2)=[CH:4][CH:3]=1.[CH:22]([Mg]Cl)=[CH2:23].C1COCC1. (2) Given the product [CH3:1][O:2][C:3](=[O:24])[CH2:4][C:5]1[CH:6]=[C:7]([C:12]2[CH:17]=[C:16]([O:18][CH3:19])[CH:15]=[CH:14][C:13]=2[CH2:20][N:21]([C:32](=[O:33])[CH2:31][O:30][C:29]2[CH:35]=[CH:36][C:26]([Cl:25])=[CH:27][CH:28]=2)[CH2:22][CH3:23])[CH:8]=[C:9]([Cl:11])[CH:10]=1, predict the reactants needed to synthesize it. The reactants are: [CH3:1][O:2][C:3](=[O:24])[CH2:4][C:5]1[CH:6]=[C:7]([C:12]2[CH:17]=[C:16]([O:18][CH3:19])[CH:15]=[CH:14][C:13]=2[CH2:20][NH:21][CH2:22][CH3:23])[CH:8]=[C:9]([Cl:11])[CH:10]=1.[Cl:25][C:26]1[CH:36]=[CH:35][C:29]([O:30][CH2:31][C:32](Cl)=[O:33])=[CH:28][CH:27]=1.